Dataset: HIV replication inhibition screening data with 41,000+ compounds from the AIDS Antiviral Screen. Task: Binary Classification. Given a drug SMILES string, predict its activity (active/inactive) in a high-throughput screening assay against a specified biological target. (1) The compound is CC1(C)C(=O)C2(C(=O)O)CCC1C2. The result is 0 (inactive). (2) The drug is COC(=O)C1(C)CCCC2(C)C1CCC1(O)C(O)C(C(C)C)=CCC21. The result is 0 (inactive). (3) The result is 0 (inactive). The molecule is Nn1c(CCCCCCCCc2nnc(COc3ccc(Cl)cc3Cl)n2N)nnc1COc1ccc(Cl)cc1Cl. (4) The drug is COc1ccc2c(c1)C(CCN)C(=O)N2.Cl. The result is 0 (inactive). (5) The drug is Nc1ccccc1SSc1ccccc1C(=O)O. The result is 1 (active). (6) The drug is CCSc1nnc(Sc2c3ccccc3nc3ccccc23)s1. The result is 0 (inactive). (7) The compound is O=C1C(=Cc2cccc(Oc3ccccc3)c2)S(=O)(=O)C(c2ccccc2)N1c1cc(Cl)ccc1Cl. The result is 0 (inactive).